This data is from CYP2D6 substrate classification data from Carbon-Mangels et al.. The task is: Regression/Classification. Given a drug SMILES string, predict its absorption, distribution, metabolism, or excretion properties. Task type varies by dataset: regression for continuous measurements (e.g., permeability, clearance, half-life) or binary classification for categorical outcomes (e.g., BBB penetration, CYP inhibition). Dataset: cyp2d6_substrate_carbonmangels. The molecule is COc1ccc(CCN2CCC(Nc3nc4ccccc4n3Cc3ccc(F)cc3)CC2)cc1. The result is 1 (substrate).